This data is from Full USPTO retrosynthesis dataset with 1.9M reactions from patents (1976-2016). The task is: Predict the reactants needed to synthesize the given product. (1) Given the product [Br:6][C:7]1[CH:14]=[CH:13][CH:12]=[C:9]([CH:10]=[CH:19][O:20][CH3:21])[CH:8]=1, predict the reactants needed to synthesize it. The reactants are: [Li]CCCC.[Br:6][C:7]1[CH:8]=[C:9]([CH:12]=[CH:13][CH:14]=1)[CH:10]=O.[NH4+].[Cl-].C1[CH2:21][O:20][CH2:19]C1. (2) Given the product [F:33][C:2]([F:1])([O:7][C:8]1[CH:9]=[CH:10][C:11]([N:14]2[CH:18]=[N:17][C:16]([C:19]3[CH:20]=[CH:21][C:22]([NH2:25])=[CH:23][CH:24]=3)=[N:15]2)=[CH:12][CH:13]=1)[C:3]([F:6])([F:5])[F:4], predict the reactants needed to synthesize it. The reactants are: [F:1][C:2]([F:33])([O:7][C:8]1[CH:13]=[CH:12][C:11]([N:14]2[CH:18]=[N:17][C:16]([C:19]3[CH:24]=[CH:23][C:22]([NH:25]C(=O)OC(C)(C)C)=[CH:21][CH:20]=3)=[N:15]2)=[CH:10][CH:9]=1)[C:3]([F:6])([F:5])[F:4].C([O-])(O)=O.[Na+]. (3) Given the product [CH:16]1([NH:19][CH:12]2[CH2:13][CH2:14][N:9]([C:6]3[CH:5]=[N:4][C:3]([CH2:1][CH3:2])=[CH:8][N:7]=3)[CH2:10][CH2:11]2)[CH2:18][CH2:17]1, predict the reactants needed to synthesize it. The reactants are: [CH2:1]([C:3]1[N:4]=[CH:5][C:6]([N:9]2[CH2:14][CH2:13][C:12](=O)[CH2:11][CH2:10]2)=[N:7][CH:8]=1)[CH3:2].[CH:16]1([NH2:19])[CH2:18][CH2:17]1. (4) Given the product [Cl:1][C:2]1[C:17]([NH:18][S:19]([CH2:22][CH2:23][CH3:24])(=[O:20])=[O:21])=[CH:16][CH:15]=[C:14]([F:25])[C:3]=1[C:4]([OH:6])=[O:5], predict the reactants needed to synthesize it. The reactants are: [Cl:1][C:2]1[C:17]([NH:18][S:19]([CH2:22][CH2:23][CH3:24])(=[O:21])=[O:20])=[CH:16][CH:15]=[C:14]([F:25])[C:3]=1[C:4]([O:6]CC1C=CC=CC=1)=[O:5].[OH-].[Ba+2].[OH-].Cl.C(=O)(O)[O-].[Na+]. (5) Given the product [Cl:1][C:2]1[CH:7]=[CH:6][C:5]([CH:8]2[CH2:11][CH2:10][C:9]2=[N:14][OH:15])=[CH:4][CH:3]=1, predict the reactants needed to synthesize it. The reactants are: [Cl:1][C:2]1[CH:7]=[CH:6][C:5]([CH:8]2[CH2:11][CH2:10][C:9]2=O)=[CH:4][CH:3]=1.Cl.[NH2:14][OH:15].[OH-].[Na+]. (6) Given the product [CH:3]([C:6]1[N:10]=[C:9]([CH:11]2[CH2:16][CH2:15][CH2:14][N:13]([C:17]3[N:22]=[C:21]([CH3:23])[C:20]([CH:24]([CH2:29][CH2:30][CH3:31])[C:25]([OH:27])=[O:26])=[C:19]([C:32]4[CH:33]=[CH:34][C:35]([CH3:38])=[CH:36][CH:37]=4)[N:18]=3)[CH2:12]2)[O:8][N:7]=1)([CH3:5])[CH3:4], predict the reactants needed to synthesize it. The reactants are: [OH-].[Na+].[CH:3]([C:6]1[N:10]=[C:9]([CH:11]2[CH2:16][CH2:15][CH2:14][N:13]([C:17]3[N:22]=[C:21]([CH3:23])[C:20]([CH:24]([CH2:29][CH2:30][CH3:31])[C:25]([O:27]C)=[O:26])=[C:19]([C:32]4[CH:37]=[CH:36][C:35]([CH3:38])=[CH:34][CH:33]=4)[N:18]=3)[CH2:12]2)[O:8][N:7]=1)([CH3:5])[CH3:4].